This data is from Forward reaction prediction with 1.9M reactions from USPTO patents (1976-2016). The task is: Predict the product of the given reaction. Given the reactants [OH-].[K+].C[O:4][C:5](=[O:70])/[CH:6]=[CH:7]\[CH:8]=[CH:9]\[C@H:10]([CH3:69])[C@@H:11]([O:61][Si:62]([C:65]([CH3:68])([CH3:67])[CH3:66])([CH3:64])[CH3:63])[CH2:12][C@H:13]([O:53][Si:54]([C:57]([CH3:60])([CH3:59])[CH3:58])([CH3:56])[CH3:55])/[CH:14]=[CH:15]\[C@H:16]([CH3:52])[C@H:17]([O:44][Si:45]([C:48]([CH3:51])([CH3:50])[CH3:49])([CH3:47])[CH3:46])[C@H:18]([CH3:43])[CH2:19][C@@H:20]([CH3:42])[CH2:21][CH2:22][C@@H:23]([O:34][Si:35]([C:38]([CH3:41])([CH3:40])[CH3:39])([CH3:37])[CH3:36])[C@H:24]([CH3:33])[C@@H:25]([OH:32])[C@@H:26]([CH3:31])/[CH:27]=[CH:28]\[CH:29]=[CH2:30], predict the reaction product. The product is: [Si:62]([O:61][C@@H:11]([CH2:12][C@H:13]([O:53][Si:54]([C:57]([CH3:60])([CH3:59])[CH3:58])([CH3:55])[CH3:56])/[CH:14]=[CH:15]\[C@H:16]([CH3:52])[C@H:17]([O:44][Si:45]([C:48]([CH3:51])([CH3:50])[CH3:49])([CH3:46])[CH3:47])[C@H:18]([CH3:43])[CH2:19][C@@H:20]([CH3:42])[CH2:21][CH2:22][C@@H:23]([O:34][Si:35]([C:38]([CH3:39])([CH3:40])[CH3:41])([CH3:37])[CH3:36])[C@H:24]([CH3:33])[C@@H:25]([OH:32])[C@@H:26]([CH3:31])/[CH:27]=[CH:28]\[CH:29]=[CH2:30])[C@@H:10]([CH3:69])/[CH:9]=[CH:8]/[CH:7]=[CH:6]\[C:5]([OH:70])=[O:4])([C:65]([CH3:66])([CH3:67])[CH3:68])([CH3:64])[CH3:63].